From a dataset of Forward reaction prediction with 1.9M reactions from USPTO patents (1976-2016). Predict the product of the given reaction. The product is: [F:15][C:16]1[CH:23]=[CH:22][CH:21]=[C:20]([Cl:24])[C:17]=1[C:18]1[NH:1][N:2]=[C:3]([C:4]2[CH:5]=[N:6][CH:7]=[CH:8][C:9]=2[C:10]([F:11])([F:12])[F:13])[N:14]=1. Given the reactants [NH2:1][NH:2][C:3](=[NH:14])[C:4]1[C:9]([C:10]([F:13])([F:12])[F:11])=[CH:8][CH:7]=[N:6][CH:5]=1.[F:15][C:16]1[CH:23]=[CH:22][CH:21]=[C:20]([Cl:24])[C:17]=1[CH:18]=O, predict the reaction product.